This data is from Reaction yield outcomes from USPTO patents with 853,638 reactions. The task is: Predict the reaction yield, written as a fraction of the theoretical maximum amount of product (1.0 means a 100% yield; for example, 0.34 means a 34% yield). The reactants are [OH:1][C:2]1[CH:7]=[CH:6][C:5]([C:8]2[C:9](=[O:23])[C:10]([CH3:22])([CH3:21])[O:11][C:12]=2[C:13]2[CH:18]=[CH:17][C:16]([O:19][CH3:20])=[CH:15][CH:14]=2)=[CH:4][CH:3]=1.C(=O)([O-])[O-].[Cs+].[Cs+].CN(C=O)C.Cl[CH2:36][C:37]1[N:38]=[C:39]2[CH:44]=[CH:43][CH:42]=[CH:41][N:40]2[CH:45]=1. The catalyst is O. The product is [N:38]1[C:37]([CH2:36][O:1][C:2]2[CH:3]=[CH:4][C:5]([C:8]3[C:9](=[O:23])[C:10]([CH3:21])([CH3:22])[O:11][C:12]=3[C:13]3[CH:18]=[CH:17][C:16]([O:19][CH3:20])=[CH:15][CH:14]=3)=[CH:6][CH:7]=2)=[CH:45][N:40]2[CH:41]=[CH:42][CH:43]=[CH:44][C:39]=12. The yield is 0.777.